Dataset: Catalyst prediction with 721,799 reactions and 888 catalyst types from USPTO. Task: Predict which catalyst facilitates the given reaction. (1) Reactant: Cl[CH2:2][C:3]1[N:4]=[C:5]([N:8]2[CH2:13][CH2:12][O:11][CH2:10][CH2:9]2)[S:6][CH:7]=1.C(=O)([O-])[O-].[K+].[K+].[O:20]=[CH:21][C:22]1[CH:30]=[CH:29][C:27]([OH:28])=[C:24]([O:25][CH3:26])[CH:23]=1.CN(C)C=O. Product: [CH3:26][O:25][C:24]1[CH:23]=[C:22]([CH:30]=[CH:29][C:27]=1[O:28][CH2:2][C:3]1[N:4]=[C:5]([N:8]2[CH2:13][CH2:12][O:11][CH2:10][CH2:9]2)[S:6][CH:7]=1)[CH:21]=[O:20]. The catalyst class is: 6. (2) Reactant: [CH2:1]([O:3][C:4](=[O:18])[CH2:5][CH:6]1[O:10][B:9]([OH:11])[C:8]2[CH:12]=[C:13]([OH:17])[CH:14]=[C:15]([F:16])[C:7]1=2)[CH3:2].[H-].[Na+].I[CH:22]([CH3:24])[CH3:23].Cl. Product: [F:16][C:15]1[C:7]2[CH:6]([CH2:5][C:4]([O:3][CH2:1][CH3:2])=[O:18])[O:10][B:9]([OH:11])[C:8]=2[CH:12]=[C:13]([O:17][CH:22]([CH3:24])[CH3:23])[CH:14]=1. The catalyst class is: 3. (3) Reactant: Br[C:2]1[C:11]2[C:6](=[CH:7][C:8]([F:13])=[CH:9][C:10]=2[F:12])[N:5]=[C:4]([N:14]2[CH2:18][CH2:17][CH2:16][C:15]2=[O:19])[C:3]=1[CH3:20].[O:21]1[CH2:26][CH2:25][N:24]([C:27]2[CH:28]=[C:29]3[NH:35][CH2:34][C:33]4([CH2:40][CH2:39][O:38][CH2:37][CH2:36]4)[C:30]3=[N:31][CH:32]=2)[CH2:23][CH2:22]1. Product: [F:12][C:10]1[CH:9]=[C:8]([F:13])[CH:7]=[C:6]2[C:11]=1[C:2]([N:35]1[C:29]3[C:30](=[N:31][CH:32]=[C:27]([N:24]4[CH2:25][CH2:26][O:21][CH2:22][CH2:23]4)[CH:28]=3)[C:33]3([CH2:40][CH2:39][O:38][CH2:37][CH2:36]3)[CH2:34]1)=[C:3]([CH3:20])[C:4]([N:14]1[CH2:18][CH2:17][CH2:16][C:15]1=[O:19])=[N:5]2. The catalyst class is: 11. (4) Reactant: [Cl:1][C:2]1[C:6]([C:7]([OH:9])=O)=[CH:5][N:4]([C:10]2[N:15]=[CH:14][CH:13]=[CH:12][N:11]=2)[N:3]=1.CCN(C(C)C)C(C)C.[CH3:25][C:26]1[N:31]=[CH:30][C:29]([C:32]2([CH2:38][NH2:39])[CH2:37][CH2:36][CH2:35][CH2:34][CH2:33]2)=[CH:28][CH:27]=1.F[P-](F)(F)(F)(F)F.N1(O[P+](N(C)C)(N(C)C)N(C)C)C2C=CC=CC=2N=N1. Product: [Cl:1][C:2]1[C:6]([C:7]([NH:39][CH2:38][C:32]2([C:29]3[CH:30]=[N:31][C:26]([CH3:25])=[CH:27][CH:28]=3)[CH2:33][CH2:34][CH2:35][CH2:36][CH2:37]2)=[O:9])=[CH:5][N:4]([C:10]2[N:15]=[CH:14][CH:13]=[CH:12][N:11]=2)[N:3]=1. The catalyst class is: 18. (5) Reactant: [C:1](Cl)(=[O:5])C(Cl)=O.[CH3:7][O:8][C:9]1[CH:14]=[CH:13][C:12]([C:15]2[S:19][C:18]([C:20](O)=[O:21])=[C:17]([C:23]3[CH:28]=[CH:27][C:26]([S:29](=[O:32])(=[O:31])[NH2:30])=[CH:25][CH:24]=3)[C:16]=2[CH3:33])=[CH:11][CH:10]=1.[CH3:34][N:35]([CH:37]=O)[CH3:36].[CH2:39]([N:41](CC)CC)C. Product: [CH3:34][N:35]([CH:37]=[N:30][S:29]([C:26]1[CH:25]=[CH:24][C:23]([C:17]2[C:16]([CH3:33])=[C:15]([C:12]3[CH:11]=[CH:10][C:9]([O:8][CH3:7])=[CH:14][CH:13]=3)[S:19][C:18]=2[C:20]([N:41]([O:5][CH3:1])[CH3:39])=[O:21])=[CH:28][CH:27]=1)(=[O:31])=[O:32])[CH3:36]. The catalyst class is: 4. (6) Reactant: Br[C:2]1[CH:3]=[CH:4][C:5]([O:17][CH2:18][C:19]2[CH:24]=[CH:23][CH:22]=[CH:21][CH:20]=2)=[C:6]([CH:16]=1)[C:7]([NH:9][C:10]1[CH:11]=[N:12][CH:13]=[CH:14][CH:15]=1)=[O:8].[CH3:25][N:26]1[CH:30]=[C:29](B2OC(C)(C)C(C)(C)O2)[CH:28]=[N:27]1.C(=O)([O-])[O-].[Na+].[Na+]. Product: [CH3:25][N:26]1[CH:30]=[C:29]([C:4]2[C:5]([O:17][CH2:18][C:19]3[CH:24]=[CH:23][CH:22]=[CH:21][CH:20]=3)=[C:6]([CH:16]=[CH:2][CH:3]=2)[C:7]([NH:9][C:10]2[CH:11]=[N:12][CH:13]=[CH:14][CH:15]=2)=[O:8])[CH:28]=[N:27]1. The catalyst class is: 57. (7) Product: [CH3:28][N:26]1[CH:27]=[C:23]([C:19]2[CH:18]=[C:17]3[C:22](=[CH:21][CH:20]=2)[N:13]([C:12]2[C:6]4[CH2:5][N:4]([C:1](=[O:3])[CH3:2])[CH2:9][CH2:8][C:7]=4[N:10]([CH:29]4[CH2:33][CH2:32][NH:31][CH2:30]4)[N:11]=2)[CH2:14][CH2:15][CH2:16]3)[CH:24]=[N:25]1. Reactant: [C:1]([N:4]1[CH2:9][CH2:8][C:7]2[N:10]([CH:29]3[CH2:33][CH2:32][N:31](C(OC(C)(C)C)=O)[CH2:30]3)[N:11]=[C:12]([N:13]3[C:22]4[C:17](=[CH:18][C:19]([C:23]5[CH:24]=[N:25][N:26]([CH3:28])[CH:27]=5)=[CH:20][CH:21]=4)[CH2:16][CH2:15][CH2:14]3)[C:6]=2[CH2:5]1)(=[O:3])[CH3:2].FC(F)(F)C(O)=O. The catalyst class is: 2.